Dataset: Full USPTO retrosynthesis dataset with 1.9M reactions from patents (1976-2016). Task: Predict the reactants needed to synthesize the given product. (1) Given the product [Cl:24][C:20]1[CH:19]=[C:18]([N:17]2[C:13]([C:4]3[CH:5]=[C:6]([O:8][C:9]([F:10])([F:11])[F:12])[CH:7]=[C:2]([F:1])[CH:3]=3)=[CH:14][C:15]([C:25]([N:49]3[CH2:54][CH2:53][NH:52][C:51](=[O:55])[CH2:50]3)=[O:27])=[N:16]2)[CH:23]=[CH:22][N:21]=1, predict the reactants needed to synthesize it. The reactants are: [F:1][C:2]1[CH:3]=[C:4]([C:13]2[N:17]([C:18]3[CH:23]=[CH:22][N:21]=[C:20]([Cl:24])[CH:19]=3)[N:16]=[C:15]([C:25]([OH:27])=O)[CH:14]=2)[CH:5]=[C:6]([O:8][C:9]([F:12])([F:11])[F:10])[CH:7]=1.ClC1C=C(C2N(C3C=NC=CC=3)N=C(C([N:49]3[CH2:54][CH2:53][NH:52][C:51](=[O:55])[CH2:50]3)=O)C=2)C=C(F)C=1.O=C1CNCCN1. (2) The reactants are: [C:1]1([CH2:7][C:8]([CH3:10])=[O:9])[CH:6]=[CH:5][CH:4]=[CH:3][CH:2]=1.[OH-].[K+].Cl[CH2:14][C:15]1[CH:20]=[CH:19][C:18]([CH3:21])=[CH:17][CH:16]=1. Given the product [CH3:14][C:15]1[CH:20]=[CH:19][C:18]([CH2:21][CH:7]([C:1]2[CH:6]=[CH:5][CH:4]=[CH:3][CH:2]=2)[C:8](=[O:9])[CH3:10])=[CH:17][CH:16]=1, predict the reactants needed to synthesize it.